The task is: Regression. Given two drug SMILES strings and cell line genomic features, predict the synergy score measuring deviation from expected non-interaction effect.. This data is from NCI-60 drug combinations with 297,098 pairs across 59 cell lines. (1) Drug 1: CN(CCCl)CCCl.Cl. Drug 2: C(CCl)NC(=O)N(CCCl)N=O. Cell line: LOX IMVI. Synergy scores: CSS=37.0, Synergy_ZIP=0.457, Synergy_Bliss=1.36, Synergy_Loewe=2.56, Synergy_HSA=5.20. (2) Drug 1: CC1=C2C(C(=O)C3(C(CC4C(C3C(C(C2(C)C)(CC1OC(=O)C(C(C5=CC=CC=C5)NC(=O)OC(C)(C)C)O)O)OC(=O)C6=CC=CC=C6)(CO4)OC(=O)C)OC)C)OC. Drug 2: C1CC(=O)NC(=O)C1N2C(=O)C3=CC=CC=C3C2=O. Cell line: SF-539. Synergy scores: CSS=63.7, Synergy_ZIP=17.3, Synergy_Bliss=18.9, Synergy_Loewe=-29.2, Synergy_HSA=16.1.